This data is from Reaction yield outcomes from USPTO patents with 853,638 reactions. The task is: Predict the reaction yield, written as a fraction of the theoretical maximum amount of product (1.0 means a 100% yield; for example, 0.34 means a 34% yield). (1) The reactants are [Cl:1][C:2]1[CH:7]=[CH:6][C:5]([C:8]2[CH:13]=[CH:12][CH:11]=[C:10]([F:14])[CH:9]=2)=[CH:4][C:3]=1[OH:15].C(=O)([O-])[O-].[K+].[K+].Br[CH2:23][C:24]#[N:25]. The catalyst is CN(C=O)C.C(OCC)(=O)C. The product is [Cl:1][C:2]1[CH:7]=[CH:6][C:5]([C:8]2[CH:13]=[CH:12][CH:11]=[C:10]([F:14])[CH:9]=2)=[CH:4][C:3]=1[O:15][CH2:23][C:24]#[N:25]. The yield is 0.960. (2) The reactants are [O:1]=[C:2]1[CH:11]=[CH:10][C:9]2[C:4]3=[C:5]([CH:12]([CH2:14][N:15]4[CH2:20][CH2:19][CH:18]([NH:21]C(=O)OC(C)(C)C)[CH2:17][CH2:16]4)[CH2:13][N:3]13)[CH:6]=[CH:7][CH:8]=2.[ClH:29]. The catalyst is C(Cl)(Cl)Cl.CO.O1CCOCC1. The product is [ClH:29].[ClH:29].[NH2:21][CH:18]1[CH2:19][CH2:20][N:15]([CH2:14][CH:12]2[C:5]3=[C:4]4[C:9](=[CH:8][CH:7]=[CH:6]3)[CH:10]=[CH:11][C:2](=[O:1])[N:3]4[CH2:13]2)[CH2:16][CH2:17]1. The yield is 1.10. (3) The reactants are [C:1]([O:5][C:6]([N:8]1[CH2:13][CH2:12][CH:11]([O:14][C:15]2[CH:32]=[C:31]([N:33]3[CH2:37][CH2:36][CH2:35][CH2:34]3)[CH:30]=[CH:29][C:16]=2[C:17]([NH:19][C:20]2[CH:24]=[CH:23][S:22][C:21]=2[C:25]([O:27]C)=[O:26])=[O:18])[CH2:10][CH2:9]1)=[O:7])([CH3:4])([CH3:3])[CH3:2].CCO.[OH-].[K+]. The catalyst is O. The product is [C:1]([O:5][C:6]([N:8]1[CH2:13][CH2:12][CH:11]([O:14][C:15]2[CH:32]=[C:31]([N:33]3[CH2:34][CH2:35][CH2:36][CH2:37]3)[CH:30]=[CH:29][C:16]=2[C:17]([NH:19][C:20]2[CH:24]=[CH:23][S:22][C:21]=2[C:25]([OH:27])=[O:26])=[O:18])[CH2:10][CH2:9]1)=[O:7])([CH3:4])([CH3:2])[CH3:3]. The yield is 0.940.